Task: Predict the product of the given reaction.. Dataset: Forward reaction prediction with 1.9M reactions from USPTO patents (1976-2016) Given the reactants Cl[CH2:2][C:3]1[CH:8]=[CH:7][C:6]([CH2:9][NH:10][C:11](=[O:13])[CH3:12])=[CH:5][CH:4]=1.[CH3:14][O:15][C:16]1[CH:21]=[C:20]([O:22][CH3:23])[N:19]=[C:18]([N:24]2[CH2:29][CH2:28][NH:27][CH2:26][CH2:25]2)[N:17]=1.C(=O)([O-])[O-].[K+].[K+].O, predict the reaction product. The product is: [CH3:14][O:15][C:16]1[CH:21]=[C:20]([O:22][CH3:23])[N:19]=[C:18]([N:24]2[CH2:25][CH2:26][N:27]([CH2:2][C:3]3[CH:8]=[CH:7][C:6]([CH2:9][NH:10][C:11](=[O:13])[CH3:12])=[CH:5][CH:4]=3)[CH2:28][CH2:29]2)[N:17]=1.